Dataset: HIV replication inhibition screening data with 41,000+ compounds from the AIDS Antiviral Screen. Task: Binary Classification. Given a drug SMILES string, predict its activity (active/inactive) in a high-throughput screening assay against a specified biological target. (1) The molecule is [O-][N+]1=C2CCCC(=NO)C2(O)C2CCCCC21N1CCOCC1. The result is 0 (inactive). (2) The drug is O=C(COc1ccc(C=CC(=O)c2ccc(Cl)cc2)cc1)Nc1c(Cl)cccc1Cl. The result is 0 (inactive). (3) The result is 0 (inactive). The molecule is CSc1[nH][nH]c(=N)c1C(=O)Nc1ccc(C)cc1. (4) The molecule is CCOC(=O)C(=CNC(=S)Nc1ccc(S(=O)(=O)Nc2ccccn2)cc1)C(=O)c1ccccc1. The result is 0 (inactive). (5) The molecule is COc1ccc(OC)c2cc(Cc3ccc(N(C)C)cc3)c(=O)c(Cc3ccc(N(C)C)cc3)cc12. The result is 0 (inactive).